Dataset: Full USPTO retrosynthesis dataset with 1.9M reactions from patents (1976-2016). Task: Predict the reactants needed to synthesize the given product. (1) Given the product [Br:14][C:15]1[CH:16]=[CH:17][CH:18]=[C:19]2[C:23]=1[NH:22][CH2:21][CH2:20]2, predict the reactants needed to synthesize it. The reactants are: N1(S(N)(=O)=O)C2C(=CC=CC=2)CC1.[Br:14][C:15]1[CH:16]=[CH:17][CH:18]=[C:19]2[C:23]=1[NH:22][CH:21]=[CH:20]2.[BH3-]C#N.[Na+]. (2) Given the product [F:13][C:14]1[CH:19]=[C:18]([F:20])[C:17]([F:21])=[CH:16][C:15]=1[O:5][CH2:4][CH2:3][CH2:2][CH2:1][OH:6], predict the reactants needed to synthesize it. The reactants are: [CH2:1]([OH:6])[CH2:2][CH2:3][CH2:4][OH:5].CC([O-])(C)C.[K+].[F:13][C:14]1[CH:19]=[C:18]([F:20])[C:17]([F:21])=[CH:16][C:15]=1F.[Cl-].[Na+]. (3) Given the product [CH3:1][O:2][C:3](=[O:17])[CH2:4][CH2:5][C:6]1[CH:11]=[C:10]([CH3:12])[CH:9]=[C:8]([NH:13][C:14](=[O:16])[CH3:15])[N:7]=1, predict the reactants needed to synthesize it. The reactants are: [CH3:1][O:2][C:3](=[O:17])/[CH:4]=[CH:5]/[C:6]1[CH:11]=[C:10]([CH3:12])[CH:9]=[C:8]([NH:13][C:14](=[O:16])[CH3:15])[N:7]=1. (4) Given the product [CH3:22][N:2]([CH3:1])[CH2:3][CH2:4][C:5]([N:7]1[CH2:16][CH2:15][C:14]2[C:9](=[CH:10][C:11]([NH2:19])=[C:12]([O:17][CH3:18])[CH:13]=2)[CH2:8]1)=[O:6], predict the reactants needed to synthesize it. The reactants are: [CH3:1][N:2]([CH3:22])[CH2:3][CH2:4][C:5]([N:7]1[CH2:16][CH2:15][C:14]2[C:9](=[CH:10][C:11]([N+:19]([O-])=O)=[C:12]([O:17][CH3:18])[CH:13]=2)[CH2:8]1)=[O:6].[H][H]. (5) Given the product [Cl:1][C:2]1[CH:3]=[C:4]([C:9](=[C:23]2[CH2:24][C:25]([CH3:32])([CH3:31])[O:26][C:27]([CH3:30])([CH3:29])[CH2:28]2)[C:10]2[CH:11]=[CH:12][C:13](/[CH:16]=[CH:17]/[C:18]([OH:20])=[O:19])=[CH:14][CH:15]=2)[CH:5]=[CH:6][C:7]=1[OH:8], predict the reactants needed to synthesize it. The reactants are: [Cl:1][C:2]1[CH:3]=[C:4]([C:9](=[C:23]2[CH2:28][C:27]([CH3:30])([CH3:29])[O:26][C:25]([CH3:32])([CH3:31])[CH2:24]2)[C:10]2[CH:15]=[CH:14][C:13](/[CH:16]=[CH:17]/[C:18]([O:20]CC)=[O:19])=[CH:12][CH:11]=2)[CH:5]=[CH:6][C:7]=1[OH:8].[OH-].[Na+].Cl.